The task is: Predict which catalyst facilitates the given reaction.. This data is from Catalyst prediction with 721,799 reactions and 888 catalyst types from USPTO. (1) Reactant: [C:1]([C:3]1[CH:51]=[CH:50][C:6]2[N:7](COCC[Si](C)(C)C)[C:8]([C:10]([C:23]3[C:31]([O:32][CH3:33])=[CH:30][C:29]([CH3:34])=[C:28]4[C:24]=3[CH:25]=[CH:26][N:27]4C(OC(C)(C)C)=O)([O:15][CH:16]([F:22])[C:17]([O:19][CH2:20][CH3:21])=[O:18])[C:11]([F:14])([F:13])[F:12])=[N:9][C:5]=2[CH:4]=1)#[N:2].C(C1C=CC2N=C(C(C3C(OC)=CC(C)=C4C=3C=CN4C(OC(C)(C)C)=O)(OC(F)C(OCC)=O)C(F)(F)F)N(COCC[Si](C)(C)C)C=2C=1)#N.Cl[Sn](Cl)(Cl)Cl. Product: [C:1]([C:3]1[CH:51]=[CH:50][C:6]2[NH:7][C:8]([C:10]([C:23]3[C:31]([O:32][CH3:33])=[CH:30][C:29]([CH3:34])=[C:28]4[C:24]=3[CH:25]=[CH:26][NH:27]4)([O:15][CH:16]([F:22])[C:17]([O:19][CH2:20][CH3:21])=[O:18])[C:11]([F:14])([F:12])[F:13])=[N:9][C:5]=2[CH:4]=1)#[N:2]. The catalyst class is: 4. (2) Reactant: [C:1]1([S:7]([CH2:10][F:11])(=[O:9])=[O:8])[CH:6]=[CH:5][CH:4]=[CH:3][CH:2]=1.P(Cl)(=O)(OCC)OCC.O1CCCC1.C[Si](C)(C)[N-][Si](C)(C)C.[Li+].O=[C:37]1[CH2:40][N:39]([C:41]([O:43][C:44]([CH3:47])([CH3:46])[CH3:45])=[O:42])[CH2:38]1.[Cl-].[NH4+]. Product: [F:11][C:10](=[C:37]1[CH2:38][N:39]([C:41]([O:43][C:44]([CH3:47])([CH3:46])[CH3:45])=[O:42])[CH2:40]1)[S:7]([C:1]1[CH:2]=[CH:3][CH:4]=[CH:5][CH:6]=1)(=[O:9])=[O:8]. The catalyst class is: 25. (3) Product: [CH3:23][CH2:24][C@@H:25]([C@H:27]([N:58]([C:60]([C@@H:62]([NH:66][C:67]([C@@H:69]([N:73]([CH3:75])[CH3:74])[CH:70]([CH3:72])[CH3:71])=[O:68])[CH:63]([CH3:65])[CH3:64])=[O:61])[CH3:59])[C@H:28]([O:56][CH3:57])[CH2:29][C:30]([N:32]1[C@H:36]([C@H:37]([O:54][CH3:55])[C@H:38]([C:40]([NH:42][C@H:43]([C:51]([OH:53])=[O:52])[CH2:44][C:45]2[CH:50]=[CH:49][CH:48]=[CH:47][CH:46]=2)=[O:41])[CH3:39])[CH2:35][CH2:34][CH2:33]1)=[O:31])[CH3:26].[C:1]([NH:8][C@H:9]([C:11]([OH:13])=[O:12])[CH3:10])([O:3][C:4]([CH3:7])([CH3:5])[CH3:6])=[O:2].[OH:76][CH2:77][CH2:78][CH2:79][NH-:80]. The catalyst class is: 166. Reactant: [C:1]([NH:8][C@H:9]([C:11]([OH:13])=[O:12])[CH3:10])([O:3][C:4]([CH3:7])([CH3:6])[CH3:5])=[O:2].C(N=C=NC(C)C)(C)C.[CH3:23][CH2:24][C@@H:25]([C@H:27]([N:58]([C:60]([C@@H:62]([NH:66][C:67]([C@@H:69]([N:73]([CH3:75])[CH3:74])[CH:70]([CH3:72])[CH3:71])=[O:68])[CH:63]([CH3:65])[CH3:64])=[O:61])[CH3:59])[C@H:28]([O:56][CH3:57])[CH2:29][C:30]([N:32]1[C@H:36]([C@H:37]([O:54][CH3:55])[C@H:38]([C:40]([NH:42][C@H:43]([C:51]([OH:53])=[O:52])[CH2:44][C:45]2[CH:50]=[CH:49][CH:48]=[CH:47][CH:46]=2)=[O:41])[CH3:39])[CH2:35][CH2:34][CH2:33]1)=[O:31])[CH3:26].[OH:76][CH2:77][CH2:78][CH2:79][NH-:80]. (4) Reactant: [OH:1][C:2]1[N:7]=[CH:6][C:5]([C:8]2[CH:9]=[C:10]([CH:29]=[CH:30][CH:31]=2)[CH2:11][O:12][C:13]2[CH:18]=[CH:17][C:16]([C:19]3([CH2:23][C:24]([O:26][CH2:27][CH3:28])=[O:25])[CH2:22][O:21][CH2:20]3)=[CH:15][CH:14]=2)=[CH:4][CH:3]=1.CC1C=CC(S(O[CH2:43][CH2:44][CH2:45][S:46]([CH3:49])(=[O:48])=[O:47])(=O)=O)=CC=1.C(=O)([O-])[O-].[Cs+].[Cs+]. Product: [CH3:49][S:46]([CH2:45][CH2:44][CH2:43][O:1][C:2]1[N:7]=[CH:6][C:5]([C:8]2[CH:9]=[C:10]([CH:29]=[CH:30][CH:31]=2)[CH2:11][O:12][C:13]2[CH:14]=[CH:15][C:16]([C:19]3([CH2:23][C:24]([O:26][CH2:27][CH3:28])=[O:25])[CH2:22][O:21][CH2:20]3)=[CH:17][CH:18]=2)=[CH:4][CH:3]=1)(=[O:48])=[O:47]. The catalyst class is: 3. (5) Reactant: [Cl:1][C:2]1[CH:11]=[C:10]([C:12](=[O:14])[CH3:13])[C:9]([N:15]2[CH2:20][CH2:19][NH:18][CH2:17][CH2:16]2)=[C:8]2[C:3]=1[CH:4]=[CH:5][CH:6]=[N:7]2.[C:21]([N:24]1[CH2:29][CH2:28][CH:27]([C:30](Cl)=[O:31])[CH2:26][CH2:25]1)(=[O:23])[CH3:22].C(N(CC)CC)C. Product: [C:21]([N:24]1[CH2:25][CH2:26][CH:27]([C:30]([N:18]2[CH2:17][CH2:16][N:15]([C:9]3[C:10]([C:12](=[O:14])[CH3:13])=[CH:11][C:2]([Cl:1])=[C:3]4[C:8]=3[N:7]=[CH:6][CH:5]=[CH:4]4)[CH2:20][CH2:19]2)=[O:31])[CH2:28][CH2:29]1)(=[O:23])[CH3:22]. The catalyst class is: 2. (6) Reactant: C(=O)/C=C/C1C=CC=CC=1.[OH:11][CH2:12][CH:13]([CH2:15][OH:16])[OH:14].C1(CCC[CH2:26][CH:27]([OH:30])[CH2:28][OH:29])C=CC=CC=1.C1(CCCCC(O)CO)CCCCC1. Product: [CH2:12]([O:11][CH2:26][CH:27]([CH2:28][OH:29])[OH:30])[CH:13]([CH2:15][OH:16])[OH:14]. The catalyst class is: 45. (7) Reactant: C(Cl)(=O)C(Cl)=O.CS(C)=O.[C:11]1([CH2:17][CH2:18][CH2:19][CH2:20][CH2:21][OH:22])[CH:16]=[CH:15][CH:14]=[CH:13][CH:12]=1.CCN(CC)CC. Product: [C:11]1([CH2:17][CH2:18][CH2:19][CH2:20][CH:21]=[O:22])[CH:16]=[CH:15][CH:14]=[CH:13][CH:12]=1. The catalyst class is: 2.